Task: Predict the reaction yield, written as a fraction of the theoretical maximum amount of product (1.0 means a 100% yield; for example, 0.34 means a 34% yield).. Dataset: Reaction yield outcomes from USPTO patents with 853,638 reactions (1) The reactants are [C:1]([O:5][C:6]([NH:8][C@@H:9]([CH2:15][C:16]1[CH:21]=[CH:20][C:19]([C:22]2[CH:27]=[CH:26][CH:25]=[C:24]([CH2:28][NH:29][CH3:30])[CH:23]=2)=[CH:18][CH:17]=1)[C:10]([O:12][CH2:13]C)=[O:11])=[O:7])([CH3:4])([CH3:3])[CH3:2].C(OC([C@@](N)(CC1C=CC(C2C=CC=C(C=O)C=2)=CC=1)C(OC)=O)=O)(C)(C)C. No catalyst specified. The product is [C:1]([O:5][C:6]([NH:8][C@H:9]([CH2:15][C:16]1[CH:17]=[CH:18][C:19]([C:22]2[CH:27]=[CH:26][CH:25]=[C:24]([CH2:28][NH:29][CH3:30])[CH:23]=2)=[CH:20][CH:21]=1)[C:10]([O:12][CH3:13])=[O:11])=[O:7])([CH3:3])([CH3:4])[CH3:2]. The yield is 0.500. (2) The reactants are Br[C:2]1[CH:20]=[CH:19][CH:18]=[CH:17][C:3]=1[NH:4][CH2:5][CH2:6][CH2:7][CH2:8][CH2:9][CH2:10][CH2:11][CH2:12][CH2:13][CH2:14][CH2:15][CH3:16].[C:21]1(B(O)O)[CH:26]=[CH:25][C:24](B(O)O)=[CH:23][CH:22]=1.C([O-])([O-])=O.[Na+].[Na+].O. The catalyst is C1(C)C=CC=CC=1.CCO.C1C=CC([P]([Pd]([P](C2C=CC=CC=2)(C2C=CC=CC=2)C2C=CC=CC=2)([P](C2C=CC=CC=2)(C2C=CC=CC=2)C2C=CC=CC=2)[P](C2C=CC=CC=2)(C2C=CC=CC=2)C2C=CC=CC=2)(C2C=CC=CC=2)C2C=CC=CC=2)=CC=1. The product is [CH2:5]([NH:4][C:3]1[C:2]([C:20]2[CH:2]=[CH:3][CH:17]=[CH:18][CH:19]=2)=[CH:20][CH:19]=[C:18]([C:22]2[C:21]([NH:4][CH2:5][CH2:6][CH2:7][CH2:8][CH2:9][CH2:10][CH2:11][CH2:12][CH2:13][CH2:14][CH2:15][CH3:16])=[CH:26][CH:25]=[CH:24][CH:23]=2)[CH:17]=1)[CH2:6][CH2:7][CH2:8][CH2:9][CH2:10][CH2:11][CH2:12][CH2:13][CH2:14][CH2:15][CH3:16]. The yield is 0.950. (3) The reactants are [CH2:1]([OH:8])[C:2]1[CH:7]=[CH:6][CH:5]=[CH:4][CH:3]=1.Cl[S:10]([N:13]=[C:14]=[O:15])(=[O:12])=[O:11].[CH3:16][O:17][CH2:18][CH2:19][CH2:20][NH2:21].Cl. The catalyst is ClCCl.C(OCC)(=O)C.N1C=CC=CC=1. The product is [CH3:16][O:17][CH2:18][CH2:19][CH2:20][NH:21][S:10]([NH:13][C:14](=[O:15])[O:8][CH2:1][C:2]1[CH:7]=[CH:6][CH:5]=[CH:4][CH:3]=1)(=[O:12])=[O:11]. The yield is 0.130. (4) The reactants are [CH3:1][O:2][C:3]1[CH:9]=[CH:8][C:6]([NH2:7])=[CH:5][CH:4]=1.[N:10]([O-])=O.[Na+].C([O-])(=O)C.[Na+].[C:19]([CH2:22][C:23](=[O:25])[CH3:24])(=[O:21])[CH3:20]. The catalyst is C(O)(=O)C.Cl.O.C(O)C. The product is [CH3:1][O:2][C:3]1[CH:9]=[CH:8][C:6]([NH:7][N:10]=[C:22]([C:23](=[O:25])[CH3:24])[C:19](=[O:21])[CH3:20])=[CH:5][CH:4]=1. The yield is 0.500. (5) The reactants are [CH:1]([C:3]1[CH:15]=[CH:14][C:6]([C:7]([N:9]([CH2:12][CH3:13])[CH2:10][CH3:11])=[O:8])=[CH:5][CH:4]=1)=O.N1[C:20]2[CH:21]=[CH:22][CH:23]=[CH:24][C:19]=2N=N1.[CH2:25]([N:28]1[CH2:33][C@H:32]([CH3:34])[NH:31][CH2:30][C@H:29]1[CH3:35])[CH:26]=[CH2:27].C1([Mg]Br)C=CC=CC=1. The catalyst is C1(C)C=CC=CC=1.O. The product is [CH2:25]([N:28]1[C@H:29]([CH3:35])[CH2:30][N:31]([C@H:1]([C:3]2[CH:15]=[CH:14][C:6]([C:7]([N:9]([CH2:12][CH3:13])[CH2:10][CH3:11])=[O:8])=[CH:5][CH:4]=2)[C:19]2[CH:24]=[CH:23][CH:22]=[CH:21][CH:20]=2)[C@@H:32]([CH3:34])[CH2:33]1)[CH:26]=[CH2:27]. The yield is 0.219. (6) The reactants are C(OC([N:8]([C:25]1[CH:30]=[CH:29][N:28]=[C:27]([C:31]2[CH:36]=[CH:35][CH:34]=[C:33]([S:37][CH2:38][C:39]([NH:41][CH:42]3[CH2:44][CH2:43]3)=[O:40])[CH:32]=2)[N:26]=1)[C:9]1[CH:10]=[C:11]2[C:15](=[CH:16][CH:17]=1)[N:14](C(OC(C)(C)C)=O)[N:13]=[CH:12]2)=O)(C)(C)C.Cl.C([O-])(O)=O.[Na+]. No catalyst specified. The product is [NH:14]1[C:15]2[C:11](=[CH:10][C:9]([NH:8][C:25]3[CH:30]=[CH:29][N:28]=[C:27]([C:31]4[CH:32]=[C:33]([S:37][CH2:38][C:39]([NH:41][CH:42]5[CH2:44][CH2:43]5)=[O:40])[CH:34]=[CH:35][CH:36]=4)[N:26]=3)=[CH:17][CH:16]=2)[CH:12]=[N:13]1. The yield is 0.180. (7) The reactants are [CH3:1][O:2][C:3]1[CH:4]=[CH:5][C:6]2[CH:15]=[C:14]3[C:9]([C:10](=O)[C:11]([C:16]#[N:17])=[CH:12][NH:13]3)=[CH:8][C:7]=2[CH:19]=1.P(Cl)(Cl)([Cl:22])=O. The catalyst is CN(C)C=O. The product is [Cl:22][C:10]1[C:9]2[C:14](=[CH:15][C:6]3[CH:5]=[CH:4][C:3]([O:2][CH3:1])=[CH:19][C:7]=3[CH:8]=2)[N:13]=[CH:12][C:11]=1[C:16]#[N:17]. The yield is 0.647.